From a dataset of Reaction yield outcomes from USPTO patents with 853,638 reactions. Predict the reaction yield, written as a fraction of the theoretical maximum amount of product (1.0 means a 100% yield; for example, 0.34 means a 34% yield). (1) The reactants are [CH3:1][S:2][C:3]1[CH:8]=[C:7]([CH2:9][CH2:10][C:11]([O:13][C:14]([CH3:17])([CH3:16])[CH3:15])=[O:12])[CH:6]=[C:5]([C:18]2[S:19][C:20]3[CH:28]=[CH:27][CH:26]=[CH:25][C:21]=3[C:22](=[O:24])[N:23]=2)[N:4]=1.ClC1C=CC=C(C(OO)=[O:37])C=1. The catalyst is C(Cl)(Cl)Cl. The product is [CH3:1][S:2]([C:3]1[CH:8]=[C:7]([CH2:9][CH2:10][C:11]([O:13][C:14]([CH3:17])([CH3:16])[CH3:15])=[O:12])[CH:6]=[C:5]([C:18]2[S:19][C:20]3[CH:28]=[CH:27][CH:26]=[CH:25][C:21]=3[C:22](=[O:24])[N:23]=2)[N:4]=1)=[O:37]. The yield is 0.860. (2) The reactants are [Cl:1][C:2]1[N:7]=[C:6]([C:8](OCC)=[O:9])[C:5]([NH:13][CH:14]2[CH2:17][O:16][CH2:15]2)=[CH:4][N:3]=1.[NH3:18]. No catalyst specified. The product is [Cl:1][C:2]1[N:7]=[C:6]([C:8]([NH2:18])=[O:9])[C:5]([NH:13][CH:14]2[CH2:17][O:16][CH2:15]2)=[CH:4][N:3]=1. The yield is 0.940. (3) The reactants are Cl[CH2:2][CH2:3][O:4][C:5]1[CH:6]=[N:7][CH:8]=[CH:9][CH:10]=1.[OH-].[NH4+:12]. The catalyst is CO. The product is [N:7]1[CH:8]=[CH:9][CH:10]=[C:5]([O:4][CH2:3][CH2:2][NH2:12])[CH:6]=1. The yield is 0.362.